This data is from Peptide-MHC class I binding affinity with 185,985 pairs from IEDB/IMGT. The task is: Regression. Given a peptide amino acid sequence and an MHC pseudo amino acid sequence, predict their binding affinity value. This is MHC class I binding data. The MHC is HLA-B14:02 with pseudo-sequence HLA-B14:02. The peptide sequence is DEVEFLGHY. The binding affinity (normalized) is 0.213.